Predict the reaction yield, written as a fraction of the theoretical maximum amount of product (1.0 means a 100% yield; for example, 0.34 means a 34% yield). From a dataset of Reaction yield outcomes from USPTO patents with 853,638 reactions. (1) The catalyst is C(OCC)C.CCCCCC.C(OCC)(=O)C. The reactants are [Cl:1][C:2]1[CH:9]=[C:6]([CH:7]=O)[C:5]([OH:10])=[C:4]([CH:11]=[O:12])[CH:3]=1.CS(C)=O.[F:17][C:18]([F:27])([F:26])/[CH:19]=[CH:20]/[C:21]([O:23][CH2:24][CH3:25])=[O:22].C(N(CC)CC)C. The product is [Cl:1][C:2]1[CH:3]=[C:4]([CH:11]=[O:12])[C:5]2[O:10][CH:19]([C:18]([F:17])([F:27])[F:26])[C:20]([C:21]([O:23][CH2:24][CH3:25])=[O:22])=[CH:7][C:6]=2[CH:9]=1. The yield is 0.350. (2) The reactants are [CH3:1][O:2][C:3]([C:5]1[CH:6]=[C:7]([CH:11]=[C:12]([C:14]([O:16][CH3:17])=[O:15])[CH:13]=1)[C:8]([OH:10])=[O:9])=[O:4].[OH:18][N:19]1[C:23](=[O:24])[CH2:22][CH2:21][C:20]1=[O:25].C1(N=C=NC2CCCCC2)CCCCC1. The catalyst is C(OCC)(=O)C. The product is [CH3:17][O:16][C:14]([C:12]1[CH:11]=[C:7]([CH:6]=[C:5]([C:3]([O:2][CH3:1])=[O:4])[CH:13]=1)[C:8]([OH:10])=[O:9])=[O:15].[OH:18][N:19]1[C:23](=[O:24])[CH2:22][CH2:21][C:20]1=[O:25]. The yield is 0.950. (3) The reactants are [Br:1][C:2]1[CH:7]=[C:6]([C:8]([F:17])([C:13]([F:16])([F:15])[F:14])[C:9]([F:12])([F:11])[F:10])[CH:5]=[C:4]([C:18]([F:21])([F:20])[F:19])[C:3]=1[NH:22][C:23](=[O:31])[C:24]1[CH:29]=[CH:28][CH:27]=[C:26](Cl)[N:25]=1.[CH3:32][NH2:33].O.C(OCC)(=O)C. The catalyst is O1CCOCC1.S([O-])([O-])(=O)=O.[Cu+2]. The product is [Br:1][C:2]1[CH:7]=[C:6]([C:8]([F:17])([C:13]([F:16])([F:15])[F:14])[C:9]([F:12])([F:11])[F:10])[CH:5]=[C:4]([C:18]([F:21])([F:20])[F:19])[C:3]=1[NH:22][C:23](=[O:31])[C:24]1[CH:29]=[CH:28][CH:27]=[C:26]([NH:33][CH3:32])[N:25]=1. The yield is 0.690. (4) The reactants are Cl[CH:2]([C:14]1[CH:19]=[CH:18][CH:17]=[CH:16][CH:15]=1)[C:3]([C:5]1[C:13]2[C:8](=[CH:9][CH:10]=[CH:11][CH:12]=2)[NH:7][CH:6]=1)=[O:4].[F:20][C:21]([F:31])([F:30])[O:22][C:23]1[CH:24]=[C:25]([CH:27]=[CH:28][CH:29]=1)[NH2:26].CCN(C(C)C)C(C)C. The catalyst is CN(C=O)C. The product is [NH:7]1[C:8]2[C:13](=[CH:12][CH:11]=[CH:10][CH:9]=2)[C:5]([C:3](=[O:4])[CH:2]([C:14]2[CH:19]=[CH:18][CH:17]=[CH:16][CH:15]=2)[NH:26][C:25]2[CH:27]=[CH:28][CH:29]=[C:23]([O:22][C:21]([F:20])([F:30])[F:31])[CH:24]=2)=[CH:6]1. The yield is 0.120. (5) The reactants are [BH3:1].[PH3:2].[CH2:3]1[CH2:12][C@H:11]2N(C[C@H:8]3[C@@H:15]4[CH2:16][CH2:17][CH2:18][CH2:19]N4C[C@@H:10]2[CH2:9]3)CC1.[Li][CH:21]([CH2:23]C)[CH3:22].[Li]C(CC)C.C1[CH2:39][C@H:38]2N(C[C@@H]3[C@@H]4CCCCN4[CH2:40][C@H:37]2[CH2:36]3)CC1.C(Br)C1C=CC=CC=1.CC[O:57][CH2:58][CH3:59]. No catalyst specified. The product is [BH3:1].[CH2:15]([C@H:16]1[CH2:17][CH2:18][CH2:19][P:2]1[O:57][CH:58]1[CH:59]([CH:21]([CH3:23])[CH3:22])[CH2:39][CH2:38][C@H:37]([CH3:36])[CH2:40]1)[C:8]1[CH:9]=[CH:10][CH:11]=[CH:12][CH:3]=1. The yield is 0.770. (6) The reactants are [CH3:1][O:2][C:3](=[O:40])[NH:4][CH:5]([C:9]([N:11]1[CH2:15][CH2:14][CH2:13][CH:12]1[C:16]1[NH:17][C:18]([C:21]2[CH:30]=[CH:29][C:28]3[C:23](=[CH:24][CH:25]=[C:26](B4OC(C)(C)C(C)(C)O4)[CH:27]=3)[CH:22]=2)=[CH:19][N:20]=1)=[O:10])[CH:6]([CH3:8])[CH3:7].[C:41]([O:45][C:46]([N:48]1[CH:53]([C:54]2[NH:55][C:56]([C:59]3[CH:64]=[CH:63][C:62](Br)=[CH:61][CH:60]=3)=[CH:57][N:58]=2)[CH:52]2[CH2:66][CH:49]1[CH2:50][CH2:51]2)=[O:47])([CH3:44])([CH3:43])[CH3:42].C([O-])([O-])=O.[K+].[K+].N#N. The catalyst is COCCOC.C1C=CC([P]([Pd]([P](C2C=CC=CC=2)(C2C=CC=CC=2)C2C=CC=CC=2)([P](C2C=CC=CC=2)(C2C=CC=CC=2)C2C=CC=CC=2)[P](C2C=CC=CC=2)(C2C=CC=CC=2)C2C=CC=CC=2)(C2C=CC=CC=2)C2C=CC=CC=2)=CC=1. The product is [C:41]([O:45][C:46]([N:48]1[CH:53]([C:54]2[NH:55][C:56]([C:59]3[CH:64]=[CH:63][C:62]([C:26]4[CH:25]=[CH:24][C:23]5[C:28](=[CH:29][CH:30]=[C:21]([C:18]6[NH:17][C:16]([CH:12]7[CH2:13][CH2:14][CH2:15][N:11]7[C:9](=[O:10])[CH:5]([NH:4][C:3]([O:2][CH3:1])=[O:40])[CH:6]([CH3:7])[CH3:8])=[N:20][CH:19]=6)[CH:22]=5)[CH:27]=4)=[CH:61][CH:60]=3)=[CH:57][N:58]=2)[CH:52]2[CH2:66][CH:49]1[CH2:50][CH2:51]2)=[O:47])([CH3:44])([CH3:42])[CH3:43]. The yield is 0.160. (7) The reactants are CC(C)([O-])C.[K+].C1(C)C=CC(S([CH2:16][N+:17]#[C-])(=O)=O)=CC=1.[Br:20][C:21]1[CH:28]=[CH:27][C:24]([CH:25]=O)=[C:23]([O:29][CH3:30])[CH:22]=1.CO. The catalyst is COCCOC. The product is [Br:20][C:21]1[CH:28]=[CH:27][C:24]([CH2:25][C:16]#[N:17])=[C:23]([O:29][CH3:30])[CH:22]=1. The yield is 0.820.